Dataset: Forward reaction prediction with 1.9M reactions from USPTO patents (1976-2016). Task: Predict the product of the given reaction. (1) Given the reactants [NH2:1][CH2:2][C@@H:3]1[C@H:8]([CH3:9])[CH2:7][CH2:6][CH2:5][N:4]1[C:10]([C:12]1[CH:17]=[C:16]([F:18])[CH:15]=[CH:14][C:13]=1[C:19]1[N:24]=[CH:23][CH:22]=[CH:21][N:20]=1)=[O:11].Cl[C:26]1[N:31]=[CH:30][C:29]([C:32]([F:35])([F:34])[F:33])=[CH:28][N:27]=1, predict the reaction product. The product is: [F:18][C:16]1[CH:15]=[CH:14][C:13]([C:19]2[N:20]=[CH:21][CH:22]=[CH:23][N:24]=2)=[C:12]([C:10]([N:4]2[CH2:5][CH2:6][CH2:7][C@@H:8]([CH3:9])[C@H:3]2[CH2:2][NH:1][C:26]2[N:31]=[CH:30][C:29]([C:32]([F:35])([F:34])[F:33])=[CH:28][N:27]=2)=[O:11])[CH:17]=1. (2) Given the reactants [CH2:1]([O:3][C:4]([C:6]1[C:11]([NH2:12])=[CH:10][CH:9]=[C:8]([CH:13]2[CH2:15][CH2:14]2)[N:7]=1)=[O:5])[CH3:2].Br[C:17]1[CH:18]=[N:19][CH:20]=[N:21][CH:22]=1.O.C(=O)([O-])[O-].[K+].[K+], predict the reaction product. The product is: [CH2:1]([O:3][C:4]([C:6]1[C:11]([NH:12][C:17]2[CH:18]=[N:19][CH:20]=[N:21][CH:22]=2)=[CH:10][CH:9]=[C:8]([CH:13]2[CH2:14][CH2:15]2)[N:7]=1)=[O:5])[CH3:2]. (3) Given the reactants C(=O)([O:7][C:8]1[N:12]([C:13]2[CH:18]=[CH:17][CH:16]=[CH:15][N:14]=2)[N:11]=[C:10]([C:19]2[CH:20]=[C:21]([C:25]3[CH:30]=[CH:29][CH:28]=[C:27]([CH:31]=[O:32])[CH:26]=3)[CH:22]=[CH:23][CH:24]=2)[CH:9]=1)OC(C)(C)C.C(=O)(OC(C)(C)C)OC1N(C2C=CC=CN=2)N=C(C2C=CC(C3C=CC=CC=3)=CC=2)C=1, predict the reaction product. The product is: [CH:31]([C:27]1[CH:26]=[C:25]([C:21]2[CH:22]=[CH:23][CH:24]=[C:19]([C:10]3[CH:9]=[C:8]([OH:7])[N:12]([C:13]4[CH:18]=[CH:17][CH:16]=[CH:15][N:14]=4)[N:11]=3)[CH:20]=2)[CH:30]=[CH:29][CH:28]=1)=[O:32]. (4) Given the reactants [Cl:1][C:2]1[CH:3]=[CH:4][C:5]([CH2:11][O:12][C:13]2[CH:14]=[N:15][CH:16]=[C:17]([Cl:19])[CH:18]=2)=[C:6]([CH:10]=1)[C:7]([OH:9])=O.Cl.[NH2:21][C@H:22]([C:24]1[CH:33]=[CH:32][C:27]([C:28]([O:30][CH3:31])=[O:29])=[CH:26][CH:25]=1)[CH3:23], predict the reaction product. The product is: [Cl:1][C:2]1[CH:3]=[CH:4][C:5]([CH2:11][O:12][C:13]2[CH:14]=[N:15][CH:16]=[C:17]([Cl:19])[CH:18]=2)=[C:6]([CH:10]=1)[C:7]([NH:21][C@H:22]([C:24]1[CH:33]=[CH:32][C:27]([C:28]([O:30][CH3:31])=[O:29])=[CH:26][CH:25]=1)[CH3:23])=[O:9]. (5) Given the reactants [CH3:1][N:2]([CH3:15])[C:3]1([C:13]#N)[CH2:12][CH2:11][C:6]2([O:10][CH2:9][CH2:8][O:7]2)[CH2:5][CH2:4]1.[Cl-].[NH4+], predict the reaction product. The product is: [CH3:1][N:2]([CH3:15])[C:3]1([CH2:13][CH2:13][C:3]2[CH:12]=[CH:11][CH:6]=[CH:5][CH:4]=2)[CH2:12][CH2:11][C:6]2([O:10][CH2:9][CH2:8][O:7]2)[CH2:5][CH2:4]1. (6) Given the reactants C(=O)([O-])[O-].[Cs+].[Cs+].F[C:8]1[CH:9]=[CH:10][C:11]2[N:12]([C:14]([C:17]3[S:21][C:20]([C:22](=[O:24])[CH3:23])=[CH:19][CH:18]=3)=[CH:15][N:16]=2)[N:13]=1.[C:25]([O:29][C:30](=[O:37])[N:31]([CH2:33][CH2:34][CH2:35][NH2:36])[CH3:32])([CH3:28])([CH3:27])[CH3:26], predict the reaction product. The product is: [C:25]([O:29][C:30](=[O:37])[N:31]([CH2:33][CH2:34][CH2:35][NH:36][C:8]1[CH:9]=[CH:10][C:11]2[N:12]([C:14]([C:17]3[S:21][C:20]([C:22](=[O:24])[CH3:23])=[CH:19][CH:18]=3)=[CH:15][N:16]=2)[N:13]=1)[CH3:32])([CH3:28])([CH3:26])[CH3:27]. (7) Given the reactants [Na].[S:2]1[CH:6]=[CH:5][CH:4]=[C:3]1[C:7]#[N:8].[C:9]([O:18][CH2:11][CH3:12])(=[O:18])[CH2:10][CH2:11][C:12]([O:14][CH2:9][CH3:10])=[O:14].[C:21](O)(=O)[CH3:22], predict the reaction product. The product is: [S:2]1[CH:6]=[CH:5][CH:4]=[C:3]1[C:7]1[NH:8][C:12](=[O:14])[C:11]2[C:10]=1[C:9](=[O:18])[NH:8][C:7]=2[C:3]1[S:2][CH:6]=[CH:21][CH:22]=1.